This data is from Reaction yield outcomes from USPTO patents with 853,638 reactions. The task is: Predict the reaction yield, written as a fraction of the theoretical maximum amount of product (1.0 means a 100% yield; for example, 0.34 means a 34% yield). The reactants are [C:1]([O:5][C:6]([N:8]1[CH2:13][CH2:12][CH:11]([CH:14]([OH:26])[C:15]2[CH:20]=[CH:19][C:18]([O:21][C:22]([F:25])([F:24])[F:23])=[CH:17][CH:16]=2)[CH2:10][CH2:9]1)=[O:7])([CH3:4])([CH3:3])[CH3:2].C1C=C[NH+]=CC=1.[O-][Cr](Cl)(=O)=O. The catalyst is C(Cl)Cl. The product is [C:1]([O:5][C:6]([N:8]1[CH2:9][CH2:10][CH:11]([C:14](=[O:26])[C:15]2[CH:16]=[CH:17][C:18]([O:21][C:22]([F:23])([F:24])[F:25])=[CH:19][CH:20]=2)[CH2:12][CH2:13]1)=[O:7])([CH3:4])([CH3:2])[CH3:3]. The yield is 1.00.